From a dataset of Catalyst prediction with 721,799 reactions and 888 catalyst types from USPTO. Predict which catalyst facilitates the given reaction. Reactant: Br[C:2]1[C:9]([C:10]#[N:11])=[C:8]([OH:12])[C:7]([O:13][CH3:14])=[CH:6][C:3]=1[C:4]#[N:5].[CH3:15][C:16]1[CH:31]=[C:30]([CH3:32])[CH:29]=[CH:28][C:17]=1[CH2:18]B1OC(C)(C)C(C)(C)O1.C(Cl)Cl.C(=O)([O-])O.[Na+]. Product: [CH3:15][C:16]1[CH:31]=[C:30]([CH3:32])[CH:29]=[CH:28][C:17]=1[CH2:18][C:2]1[C:9]([C:10]#[N:11])=[C:8]([OH:12])[C:7]([O:13][CH3:14])=[CH:6][C:3]=1[C:4]#[N:5]. The catalyst class is: 40.